Dataset: Forward reaction prediction with 1.9M reactions from USPTO patents (1976-2016). Task: Predict the product of the given reaction. (1) Given the reactants [F:1][C:2]1[CH:21]=[CH:20][CH:19]=[CH:18][C:3]=1[CH2:4][NH:5][CH2:6][C:7]1[CH:12]=[CH:11][C:10]([C:13]2[N:14]=[N:15][NH:16][N:17]=2)=[CH:9][CH:8]=1.[C:22]([C:24]1[CH:29]=[CH:28][C:27]([S:30](Cl)(=[O:32])=[O:31])=[CH:26][CH:25]=1)#[N:23], predict the reaction product. The product is: [C:22]([C:24]1[CH:25]=[CH:26][C:27]([S:30]([N:5]([CH2:4][C:3]2[CH:18]=[CH:19][CH:20]=[CH:21][C:2]=2[F:1])[CH2:6][C:7]2[CH:8]=[CH:9][C:10]([C:13]3[N:14]=[N:15][NH:16][N:17]=3)=[CH:11][CH:12]=2)(=[O:32])=[O:31])=[CH:28][CH:29]=1)#[N:23]. (2) Given the reactants [CH2:1]([O:3][C:4](=[O:27])[C:5]1[CH:10]=[CH:9][C:8]([NH:11][C:12]2[CH:21]=[CH:20][C:19]3[C:18]([CH:22]([CH3:24])[CH3:23])=[CH:17][CH2:16][C:15]([CH3:26])([CH3:25])[C:14]=3[CH:13]=2)=[CH:7][CH:6]=1)[CH3:2].[CH:28](=O)[CH3:29], predict the reaction product. The product is: [CH2:1]([O:3][C:4](=[O:27])[C:5]1[CH:6]=[CH:7][C:8]([N:11]([CH2:28][CH3:29])[C:12]2[CH:21]=[CH:20][C:19]3[C:18]([CH:22]([CH3:23])[CH3:24])=[CH:17][CH2:16][C:15]([CH3:25])([CH3:26])[C:14]=3[CH:13]=2)=[CH:9][CH:10]=1)[CH3:2]. (3) Given the reactants [O-]CC.[Na+].[CH2:5]([SH:11])[C:6]1[O:10][CH:9]=[CH:8][CH:7]=1.CS(O[CH2:17][C:18]1[CH:23]=[C:22]([N:24]2[CH2:29][CH2:28][O:27][CH2:26][CH2:25]2)[N:21]=[C:20]([C:30]2[CH:31]=[C:32]3[C:36](=[CH:37][CH:38]=2)[NH:35][CH:34]=[CH:33]3)[N:19]=1)(=O)=O.CO, predict the reaction product. The product is: [O:10]1[CH:9]=[CH:8][CH:7]=[C:6]1[CH2:5][S:11][CH2:17][C:18]1[CH:23]=[C:22]([N:24]2[CH2:29][CH2:28][O:27][CH2:26][CH2:25]2)[N:21]=[C:20]([C:30]2[CH:31]=[C:32]3[C:36](=[CH:37][CH:38]=2)[NH:35][CH:34]=[CH:33]3)[N:19]=1. (4) Given the reactants [F:1][C:2]1[C:7]([C:8]([F:11])([F:10])[F:9])=[C:6]([O:12][CH3:13])[CH:5]=[CH:4][C:3]=1/[CH:14]=[CH:15]\[C:16]([O:18][CH2:19][CH3:20])=[O:17], predict the reaction product. The product is: [F:1][C:2]1[C:7]([C:8]([F:11])([F:10])[F:9])=[C:6]([O:12][CH3:13])[CH:5]=[CH:4][C:3]=1[CH2:14][CH2:15][C:16]([O:18][CH2:19][CH3:20])=[O:17]. (5) Given the reactants [OH:1][C:2]1[CH:7]=[CH:6][C:5]([C:8](=[O:16])[CH2:9][C:10]2[CH:15]=[CH:14][CH:13]=[CH:12][CH:11]=2)=[CH:4][C:3]=1[CH3:17].C(=O)([O-])[O-].[K+].[K+].[CH3:24][CH2:25][O:26][C:27]([CH2:29]Br)=[O:28], predict the reaction product. The product is: [CH3:17][C:3]1[CH:4]=[C:5]([C:8](=[O:16])[CH2:9][C:10]2[CH:11]=[CH:12][CH:13]=[CH:14][CH:15]=2)[CH:6]=[CH:7][C:2]=1[O:1][CH2:29][C:27]([O:26][CH2:25][CH3:24])=[O:28].